Dataset: CYP2D6 inhibition data for predicting drug metabolism from PubChem BioAssay. Task: Regression/Classification. Given a drug SMILES string, predict its absorption, distribution, metabolism, or excretion properties. Task type varies by dataset: regression for continuous measurements (e.g., permeability, clearance, half-life) or binary classification for categorical outcomes (e.g., BBB penetration, CYP inhibition). Dataset: cyp2d6_veith. (1) The compound is O=C(O)c1cc(=O)c2ccc(Cl)cc2[nH]1. The result is 0 (non-inhibitor). (2) The drug is O=C(O)/C(=C\c1ccccc1)c1ccccc1. The result is 0 (non-inhibitor). (3) The drug is COCCNc1ncnc2ccc(-c3c(C)noc3C)cc12. The result is 0 (non-inhibitor). (4) The drug is CC(C)CNC(=S)N1CCN(C)CC1.O=C(O)C(=O)O. The result is 0 (non-inhibitor). (5) The drug is CC(C)Oc1cc(O)c2c(c1)OCC=C2CCC(=O)O. The result is 1 (inhibitor). (6) The molecule is O=C(Nc1cccc(F)c1)N1CCCC2(CCN(C(=O)c3cccc(F)c3)CC2)C1. The result is 0 (non-inhibitor). (7) The drug is COc1ccc(C(=O)Nc2cc(OC)cc(OC)c2)cc1. The result is 1 (inhibitor). (8) The molecule is O=C(c1cnccn1)N1CCC2(CC1)CCN(c1ccccn1)CC2. The result is 0 (non-inhibitor).